This data is from Reaction yield outcomes from USPTO patents with 853,638 reactions. The task is: Predict the reaction yield, written as a fraction of the theoretical maximum amount of product (1.0 means a 100% yield; for example, 0.34 means a 34% yield). (1) The reactants are C(OC(=O)[NH:7][C:8]1([C:11]([N:13]2[CH2:16][CH:15]([C:17]3[CH:38]=[CH:37][C:20]4[C:21]5[N:22]=[C:23]([C:29]6[N:30]([CH:34]([CH3:36])[CH3:35])[N:31]=[CH:32][N:33]=6)[S:24][C:25]=5[CH2:26][CH2:27][O:28][C:19]=4[CH:18]=3)[CH2:14]2)=[O:12])[CH2:10][CH2:9]1)(C)(C)C.Cl.O1CCOCC1. The catalyst is CO. The product is [NH2:7][C:8]1([C:11]([N:13]2[CH2:16][CH:15]([C:17]3[CH:38]=[CH:37][C:20]4[C:21]5[N:22]=[C:23]([C:29]6[N:30]([CH:34]([CH3:36])[CH3:35])[N:31]=[CH:32][N:33]=6)[S:24][C:25]=5[CH2:26][CH2:27][O:28][C:19]=4[CH:18]=3)[CH2:14]2)=[O:12])[CH2:9][CH2:10]1. The yield is 0.590. (2) The reactants are [Cl:1][C:2]1[CH:7]=[CH:6][N:5]=[C:4]2[CH:8]=[C:9]([C:11]([OH:13])=O)[S:10][C:3]=12.O=S(Cl)Cl.[CH3:18][NH:19][CH3:20].C1COCC1.CCN(CC)CC. No catalyst specified. The product is [Cl:1][C:2]1[CH:7]=[CH:6][N:5]=[C:4]2[CH:8]=[C:9]([C:11]([N:19]([CH3:20])[CH3:18])=[O:13])[S:10][C:3]=12. The yield is 0.840.